Predict the reaction yield, written as a fraction of the theoretical maximum amount of product (1.0 means a 100% yield; for example, 0.34 means a 34% yield). From a dataset of Reaction yield outcomes from USPTO patents with 853,638 reactions. (1) The reactants are [CH:1]1([C:4]([OH:6])=O)[CH2:3][CH2:2]1.CN(C(ON1N=N[C:21]2[C:16]1=CC=[CH:19][CH:20]=2)=[N+](C)C)C.F[P-](F)(F)(F)(F)F.N1C2C(=CC=CC=2)C(N2[CH2:47][C:46]3[CH:48]=[C:49]([C:52]4[CH:53]=[CH:54][C:55]5[N:59]=C(NC(=O)OC)[NH:57][C:56]=5[CH:65]=4)[CH:50]=[CH:51][C:45]=3[O:44]CC2)=CC=1.C[N:67]1[CH2:72][CH2:71]O[CH2:69][CH2:68]1. The catalyst is CN(C)C=O.C(OCC)(=O)C. The product is [NH2:59][C:55]1[CH:54]=[CH:53][C:52]([C:49]2[CH:50]=[CH:51][C:45]3[O:44][NH:57][CH2:56][CH:55]([C:54]4[C:69]5[C:68](=[CH:16][CH:21]=[CH:20][CH:19]=5)[N:67]=[CH:72][CH:71]=4)[CH2:47][C:46]=3[CH:48]=2)=[CH:65][C:56]=1[NH:57][C:4]([CH:1]1[CH2:3][CH2:2]1)=[O:6]. The yield is 0.470. (2) The reactants are [NH:1]1[CH2:6][CH2:5][CH2:4][CH:3]2[CH2:7][N:8]([C:10]([O:12][C:13]([CH3:16])([CH3:15])[CH3:14])=[O:11])[CH2:9][CH:2]12.Br[CH2:18][CH2:19][CH2:20][Cl:21].C([O-])([O-])=O.[K+].[K+]. The catalyst is CC(C)=O. The product is [Cl:21][CH2:20][CH2:19][CH2:18][N:1]1[CH2:6][CH2:5][CH2:4][CH:3]2[CH2:7][N:8]([C:10]([O:12][C:13]([CH3:16])([CH3:15])[CH3:14])=[O:11])[CH2:9][CH:2]12. The yield is 0.650. (3) The product is [NH2:14][C:13]1[O:16][CH:17]2[C:25]3[C:21](=[CH:20][CH:19]=[C:18]2[CH:1]([C:3]2[CH:4]=[N:5][CH:6]=[C:7]([C:8]#[N:9])[CH:10]=2)[C:12]=1[C:11]#[N:15])[CH:22]=[CH:23][N:24]=3. The reactants are [CH:1]([C:3]1[CH:4]=[N:5][CH:6]=[C:7]([CH:10]=1)[C:8]#[N:9])=O.[C:11](#[N:15])[CH2:12][C:13]#[N:14].[OH:16][C:17]1[CH:18]=[CH:19][CH:20]=[C:21]2[C:25]=1[NH:24][CH:23]=[CH:22]2. No catalyst specified. The yield is 0.590.